This data is from Forward reaction prediction with 1.9M reactions from USPTO patents (1976-2016). The task is: Predict the product of the given reaction. (1) Given the reactants N1CCC(C2C3C(=C(C(N)=O)C=C(C4SC=CC=4)C=3)NC=2)CC1.[NH2:24][C:25]([C:27]1[CH:28]=[C:29]([C:49]2[CH:54]=[CH:53][C:52]([C:55]([CH3:58])([CH3:57])[CH3:56])=[CH:51][CH:50]=2)[CH:30]=[C:31]2[C:35]=1[NH:34][CH:33]=[C:32]2[CH:36]1[CH2:41][CH2:40][N:39](C(OC(C)(C)C)=O)[CH2:38][CH2:37]1)=[O:26].Cl, predict the reaction product. The product is: [CH3:58][C:55]([C:52]1[CH:51]=[CH:50][C:49]([C:29]2[CH:30]=[C:31]3[C:35](=[C:27]([C:25]([NH2:24])=[O:26])[CH:28]=2)[NH:34][CH:33]=[C:32]3[CH:36]2[CH2:37][CH2:38][NH:39][CH2:40][CH2:41]2)=[CH:54][CH:53]=1)([CH3:56])[CH3:57]. (2) Given the reactants [Br:1][C:2]1[S:10][C:9]2[C:8](Cl)=[N:7][CH:6]=[N:5][C:4]=2[CH:3]=1.[F:12][C:13]1[CH:18]=[CH:17][C:16]([CH2:19][NH:20][C:21]([N:23]2[CH2:28][CH2:27][NH:26][CH2:25][CH2:24]2)=[O:22])=[CH:15][CH:14]=1.C(N(CC)C(C)C)(C)C, predict the reaction product. The product is: [Br:1][C:2]1[S:10][C:9]2[C:8]([N:26]3[CH2:25][CH2:24][N:23]([C:21]([NH:20][CH2:19][C:16]4[CH:17]=[CH:18][C:13]([F:12])=[CH:14][CH:15]=4)=[O:22])[CH2:28][CH2:27]3)=[N:7][CH:6]=[N:5][C:4]=2[CH:3]=1.